From a dataset of Reaction yield outcomes from USPTO patents with 853,638 reactions. Predict the reaction yield, written as a fraction of the theoretical maximum amount of product (1.0 means a 100% yield; for example, 0.34 means a 34% yield). (1) The reactants are [S:1]([Cl:4])(Cl)=[O:2].N[C:6]1[C:7]([CH3:13])=[N:8][C:9]([Cl:12])=[CH:10][CH:11]=1.N([O-])=[O:15].[Na+]. The catalyst is Cl.O.Cl[Cu]. The product is [Cl:12][C:9]1[N:8]=[C:7]([CH3:13])[C:6]([S:1]([Cl:4])(=[O:2])=[O:15])=[CH:11][CH:10]=1. The yield is 0.510. (2) The reactants are [CH:1]1[C:6]([NH2:7])=[CH:5][CH:4]=[C:3]([OH:8])[CH:2]=1.[F:9][C:10]([F:20])([F:19])[C:11]1[CH:18]=[CH:17][C:14]([CH2:15]O)=[CH:13][CH:12]=1.C1(P(C2C=CC=CC=2)C2C=CC=CC=2)C=CC=CC=1.N(C(OCC)=O)=NC(OCC)=O. The catalyst is O1CCCC1.C(OCC)(=O)C. The product is [F:9][C:10]([F:19])([F:20])[C:11]1[CH:18]=[CH:17][C:14]([CH2:15][O:8][C:3]2[CH:4]=[CH:5][C:6]([NH2:7])=[CH:1][CH:2]=2)=[CH:13][CH:12]=1. The yield is 0.550. (3) The reactants are [Cl:1][C:2]1[CH:38]=[CH:37][C:5]([CH2:6][O:7][C:8]2[C:9]([O:35][CH3:36])=[CH:10][C:11]([CH:14]([C:16]3[C:24]4[C:19](=[N:20][CH:21]=[CH:22][CH:23]=4)[N:18]([Si](C(C)C)(C(C)C)C(C)C)[CH:17]=3)[OH:15])=[N:12][CH:13]=2)=[CH:4][CH:3]=1.CC(OI1(OC(C)=O)(OC(C)=O)OC(=O)C2C=CC=CC1=2)=O. The catalyst is O1CCCC1. The product is [Cl:1][C:2]1[CH:38]=[CH:37][C:5]([CH2:6][O:7][C:8]2[C:9]([O:35][CH3:36])=[CH:10][C:11]([C:14]([C:16]3[C:24]4[C:19](=[N:20][CH:21]=[CH:22][CH:23]=4)[NH:18][CH:17]=3)=[O:15])=[N:12][CH:13]=2)=[CH:4][CH:3]=1. The yield is 0.250.